This data is from Reaction yield outcomes from USPTO patents with 853,638 reactions. The task is: Predict the reaction yield, written as a fraction of the theoretical maximum amount of product (1.0 means a 100% yield; for example, 0.34 means a 34% yield). (1) The reactants are [CH2:1]([N:8]([CH2:16][CH3:17])[C:9]1[N:10]=[N:11][C:12](I)=[CH:13][CH:14]=1)[C:2]1[CH:7]=[CH:6][CH:5]=[CH:4][CH:3]=1.Cl[CH2:19][CH2:20][CH2:21][S:22]([NH:25][C:26]1[CH:27]=[C:28](B(O)O)[CH:29]=[CH:30][CH:31]=1)(=[O:24])=[O:23].C(=O)([O-])[O-].[K+].[K+]. The product is [CH2:1]([N:8]([C:9]1[N:10]=[N:11][C:12]([C:30]2[CH:29]=[CH:28][CH:27]=[C:26]([N:25]3[CH2:19][CH2:20][CH2:21][S:22]3(=[O:24])=[O:23])[CH:31]=2)=[CH:13][CH:14]=1)[CH2:16][CH3:17])[C:2]1[CH:7]=[CH:6][CH:5]=[CH:4][CH:3]=1. The yield is 0.110. The catalyst is C1(C)C=CC=CC=1.C(O)C.O.C1C=CC([P]([Pd]([P](C2C=CC=CC=2)(C2C=CC=CC=2)C2C=CC=CC=2)([P](C2C=CC=CC=2)(C2C=CC=CC=2)C2C=CC=CC=2)[P](C2C=CC=CC=2)(C2C=CC=CC=2)C2C=CC=CC=2)(C2C=CC=CC=2)C2C=CC=CC=2)=CC=1. (2) The reactants are [Cl:1][C:2]1[CH:7]=[C:6]([Cl:8])[CH:5]=[CH:4][C:3]=1[C:9]1[N:10]([C:25]2[CH:30]=[CH:29][C:28]([OH:31])=[CH:27][CH:26]=2)[C:11]([CH3:24])=[C:12]([C:14]([NH:16][C:17]2[CH:22]=[CH:21][C:20]([CH3:23])=[CH:19][N:18]=2)=[O:15])[N:13]=1.[F:32][C:33]([F:41])([F:40])[CH2:34][CH2:35][S:36](Cl)(=[O:38])=[O:37]. The catalyst is C(Cl)Cl. The product is [F:32][C:33]([F:41])([F:40])[CH2:34][CH2:35][S:36]([O:31][C:28]1[CH:27]=[CH:26][C:25]([N:10]2[C:11]([CH3:24])=[C:12]([C:14]([NH:16][C:17]3[CH:22]=[CH:21][C:20]([CH3:23])=[CH:19][N:18]=3)=[O:15])[N:13]=[C:9]2[C:3]2[CH:4]=[CH:5][C:6]([Cl:8])=[CH:7][C:2]=2[Cl:1])=[CH:30][CH:29]=1)(=[O:38])=[O:37]. The yield is 0.650.